From a dataset of CYP3A4 inhibition data for predicting drug metabolism from PubChem BioAssay. Regression/Classification. Given a drug SMILES string, predict its absorption, distribution, metabolism, or excretion properties. Task type varies by dataset: regression for continuous measurements (e.g., permeability, clearance, half-life) or binary classification for categorical outcomes (e.g., BBB penetration, CYP inhibition). Dataset: cyp3a4_veith. (1) The compound is O=C(O)[C@H]1NC[C@@H]2[C@H](C(=O)O)[C@H]12. The result is 0 (non-inhibitor). (2) The drug is Cc1cc(C)c(S(=O)(=O)NCC23C=CC(O2)C2C(=O)N(c4ccccc4)C(=O)C23)c(C)c1. The result is 1 (inhibitor). (3) The drug is COc1ccc(-c2cc(C3CCN(c4cc(Cl)nc(N)n4)CC3)[nH]n2)cc1. The result is 1 (inhibitor). (4) The compound is C(=NC12CN3CN(CN(C3)C1)C2)c1cccs1. The result is 0 (non-inhibitor). (5) The drug is COC(=O)C1CC1C(NC(=O)[C@@H]1CCCN1)c1ccccc1. The result is 1 (inhibitor). (6) The drug is CN(C)c1ncc2nc(-c3cc(F)cc(F)c3)c(=O)n(CCc3ccccc3)c2n1. The result is 0 (non-inhibitor).